This data is from Peptide-MHC class I binding affinity with 185,985 pairs from IEDB/IMGT. The task is: Regression. Given a peptide amino acid sequence and an MHC pseudo amino acid sequence, predict their binding affinity value. This is MHC class I binding data. The peptide sequence is SLKERIDML. The MHC is HLA-A02:01 with pseudo-sequence HLA-A02:01. The binding affinity (normalized) is 0.936.